Dataset: Full USPTO retrosynthesis dataset with 1.9M reactions from patents (1976-2016). Task: Predict the reactants needed to synthesize the given product. Given the product [F:17][C:18]1[CH:19]=[C:20]([CH2:24][C:25]([NH:10][C:8]2[S:9][C:5]([CH2:4][CH2:3][CH2:2][CH2:1][C:11]3[S:15][C:14]([NH:16][C:35](=[O:36])[CH2:34][C@@H:32]([OH:33])[CH2:31][OH:30])=[N:13][N:12]=3)=[N:6][N:7]=2)=[O:27])[CH:21]=[CH:22][CH:23]=1, predict the reactants needed to synthesize it. The reactants are: [CH2:1]([C:11]1[S:15][C:14]([NH2:16])=[N:13][N:12]=1)[CH2:2][CH2:3][CH2:4][C:5]1[S:9][C:8]([NH2:10])=[N:7][N:6]=1.[F:17][C:18]1[CH:19]=[C:20]([CH2:24][C:25]([OH:27])=O)[CH:21]=[CH:22][CH:23]=1.CC1(C)[O:33][C@H:32]([CH2:34][C:35](O)=[O:36])[C:31](=O)[O:30]1.C1C=CC2N(O)N=NC=2C=1.C(Cl)CCl.